Dataset: Reaction yield outcomes from USPTO patents with 853,638 reactions. Task: Predict the reaction yield, written as a fraction of the theoretical maximum amount of product (1.0 means a 100% yield; for example, 0.34 means a 34% yield). (1) The reactants are [N:1]1([C:7]([O:9][C:10]([CH3:13])([CH3:12])[CH3:11])=[O:8])[CH2:6][CH2:5][NH:4][CH2:3][CH2:2]1.[CH2:14]([N:16](CC)CC)C.N#CBr. The catalyst is C1COCC1. The product is [C:14]([N:4]1[CH2:5][CH2:6][N:1]([C:7]([O:9][C:10]([CH3:13])([CH3:12])[CH3:11])=[O:8])[CH2:2][CH2:3]1)#[N:16]. The yield is 0.860. (2) The catalyst is O1CCCC1. The product is [CH2:13]([O:15][C:16](=[O:22])[C:17]([O:19][CH2:20][CH3:21])([CH3:18])[CH:43]([C:42]1[CH:41]=[CH:40][C:39]([O:38][CH2:31][C:32]2[CH:33]=[CH:34][CH:35]=[CH:36][CH:37]=2)=[CH:46][CH:45]=1)[OH:44])[CH3:14]. The yield is 0.680. The reactants are C(NC(C)C)(C)C.C([Li])CCC.[CH2:13]([O:15][C:16](=[O:22])[CH:17]([O:19][CH2:20][CH3:21])[CH3:18])[CH3:14].[Li+].CC([N-]C(C)C)C.[CH2:31]([O:38][C:39]1[CH:46]=[CH:45][C:42]([CH:43]=[O:44])=[CH:41][CH:40]=1)[C:32]1[CH:37]=[CH:36][CH:35]=[CH:34][CH:33]=1.[Cl-].[NH4+].